Dataset: Catalyst prediction with 721,799 reactions and 888 catalyst types from USPTO. Task: Predict which catalyst facilitates the given reaction. (1) Reactant: [C:1]1([CH3:10])[CH:6]=[CH:5][C:4]([C:7]([NH2:9])=[O:8])=[CH:3][CH:2]=1.C(OOC(=O)C1C=CC=CC=1)(=O)C1C=CC=CC=1.[Br:29]N1C(=O)CCC1=O. Product: [Br:29][CH2:10][C:1]1[CH:6]=[CH:5][C:4]([C:7]([NH2:9])=[O:8])=[CH:3][CH:2]=1. The catalyst class is: 53. (2) Reactant: C(OC([NH:11][C@H:12]([C:30]1[CH:35]=[CH:34][CH:33]=[CH:32][CH:31]=1)[C:13]([NH:15][C@H:16]([C:23]([O:25][C:26]([CH3:29])([CH3:28])[CH3:27])=[O:24])[CH2:17][O:18][C:19]([CH3:22])([CH3:21])[CH3:20])=[O:14])=O)C1C=CC=CC=1. Product: [NH2:11][C@H:12]([C:30]1[CH:31]=[CH:32][CH:33]=[CH:34][CH:35]=1)[C:13]([NH:15][C@H:16]([C:23]([O:25][C:26]([CH3:27])([CH3:28])[CH3:29])=[O:24])[CH2:17][O:18][C:19]([CH3:20])([CH3:21])[CH3:22])=[O:14]. The catalyst class is: 50. (3) Reactant: [N:1]1[CH:6]=[CH:5][CH:4]=[CH:3][C:2]=1[C:7]1[CH:13]=[CH:12][CH:11]=[CH:10][C:8]=1N.[N:14]1C=CC=CC=1.[N+:20]([C:23]1[CH:28]=[CH:27][CH:26]=[CH:25][C:24]=1[S:29](Cl)(=[O:31])=[O:30])([O-:22])=[O:21].O. Product: [N:1]1[CH:6]=[CH:5][CH:4]=[CH:3][C:2]=1[C:7]1[CH:13]=[CH:12][CH:11]=[CH:10][C:8]=1[C:28]1[C:23]([N+:20]([O-:22])=[O:21])=[C:24]([S:29]([NH2:14])(=[O:31])=[O:30])[CH:25]=[CH:26][CH:27]=1. The catalyst class is: 2.